Dataset: Catalyst prediction with 721,799 reactions and 888 catalyst types from USPTO. Task: Predict which catalyst facilitates the given reaction. (1) Product: [Cl:1][CH2:2][CH2:3][CH2:4][CH2:5][O:6][C:7]1[CH:8]=[C:9]2[C:10](=[CH:11][CH:12]=1)[NH:13][N:29]=[C:14]2[S:15]([C:18]1[C:27]2[C:22](=[CH:23][CH:24]=[CH:25][CH:26]=2)[CH:21]=[CH:20][CH:19]=1)(=[O:17])=[O:16]. Reactant: [Cl:1][CH2:2][CH2:3][CH2:4][CH2:5][O:6][C:7]1[CH:12]=[CH:11][C:10]([NH2:13])=[C:9]([CH2:14][S:15]([C:18]2[C:27]3[C:22](=[CH:23][CH:24]=[CH:25][CH:26]=3)[CH:21]=[CH:20][CH:19]=2)(=[O:17])=[O:16])[CH:8]=1.Cl.[N:29]([O-])=O.[Na+].C(=O)(O)[O-].[Na+]. The catalyst class is: 20. (2) Reactant: [F:1][C:2]1[CH:7]=[CH:6][CH:5]=[CH:4][C:3]=1[C:8]1[CH:16]=[CH:15][CH:14]=[C:13]2[C:9]=1[CH2:10][C:11](=[O:17])[NH:12]2.[CH3:18][C:19]1[C:23]([C:24]([N:26]2[CH2:31][CH2:30][N:29]([CH3:32])[CH2:28][CH2:27]2)=[O:25])=[CH:22][NH:21][C:20]=1[CH:33]=O. Product: [F:1][C:2]1[CH:7]=[CH:6][CH:5]=[CH:4][C:3]=1[C:8]1[CH:16]=[CH:15][CH:14]=[C:13]2[C:9]=1[C:10](=[CH:33][C:20]1[NH:21][CH:22]=[C:23]([C:24]([N:26]3[CH2:27][CH2:28][N:29]([CH3:32])[CH2:30][CH2:31]3)=[O:25])[C:19]=1[CH3:18])[C:11](=[O:17])[NH:12]2. The catalyst class is: 360. (3) Product: [CH3:1][O:2][C:3]1[C:13]2[C:12]([C:14]3[CH:15]=[C:16]([CH:19]=[CH:20][CH:21]=3)[C:17]([NH2:18])=[O:34])=[N:11][CH2:10][C:9](=[O:22])[N:8]([CH3:23])[C:7]=2[CH:6]=[C:5]([O:24][CH3:25])[C:4]=1[C:26]1[CH:31]=[CH:30][CH:29]=[CH:28][CH:27]=1. The catalyst class is: 8. Reactant: [CH3:1][O:2][C:3]1[C:13]2[C:12]([C:14]3[CH:15]=[C:16]([CH:19]=[CH:20][CH:21]=3)[C:17]#[N:18])=[N:11][CH2:10][C:9](=[O:22])[N:8]([CH3:23])[C:7]=2[CH:6]=[C:5]([O:24][CH3:25])[C:4]=1[C:26]1[CH:31]=[CH:30][CH:29]=[CH:28][CH:27]=1.CC[O:34]C(C)=O.C(Cl)Cl.OO.[OH-].[Na+]. (4) Reactant: [CH2:1]([O:3][C:4]1[CH:5]=[C:6]([CH:12]([C:14]2[CH:19]=[CH:18][C:17]([O:20][CH3:21])=[C:16]([N+:22]([O-:24])=[O:23])[CH:15]=2)[OH:13])[CH:7]=[CH:8][C:9]=1[O:10][CH3:11])[CH3:2]. Product: [CH2:1]([O:3][C:4]1[CH:5]=[C:6]([C:12]([C:14]2[CH:19]=[CH:18][C:17]([O:20][CH3:21])=[C:16]([N+:22]([O-:24])=[O:23])[CH:15]=2)=[O:13])[CH:7]=[CH:8][C:9]=1[O:10][CH3:11])[CH3:2]. The catalyst class is: 177. (5) Reactant: [F:1][C:2]1([F:25])[CH2:7][CH2:6][C:5]([CH2:9][NH:10][C:11]([C:13]2[C:14]3[CH:15]=[CH:16][C:17](Cl)=[N:18][C:19]=3[CH:20]=[CH:21][C:22]=2[Cl:23])=[O:12])([OH:8])[CH2:4][CH2:3]1.C(=O)([O-])[O-].[Cs+].[Cs+].CC1(C)C(C)(C)OB([C:40]2[CH2:44][CH2:43][C:42](=[O:45])[CH:41]=2)O1. Product: [F:1][C:2]1([F:25])[CH2:7][CH2:6][C:5]([CH2:9][NH:10][C:11]([C:13]2[C:14]3[CH:15]=[CH:16][C:17]([C:40]4[CH2:44][CH2:43][C:42](=[O:45])[CH:41]=4)=[N:18][C:19]=3[CH:20]=[CH:21][C:22]=2[Cl:23])=[O:12])([OH:8])[CH2:4][CH2:3]1. The catalyst class is: 73.